From a dataset of Reaction yield outcomes from USPTO patents with 853,638 reactions. Predict the reaction yield, written as a fraction of the theoretical maximum amount of product (1.0 means a 100% yield; for example, 0.34 means a 34% yield). (1) The reactants are [F:1][C:2]([F:28])([F:27])[S:3]([C:6]1([OH:26])[C:19]2[O:20][C@@H:16]3[C@@:17]45[CH2:21][CH2:22][N:23]([CH3:24])[C@@H:11]([C@@H:12]4[CH:13]=[CH:14][C@@H:15]3[OH:25])[CH2:10][C:9]([C:18]5=2)=[CH:8][CH2:7]1)(=[O:5])=[O:4].[C:29]([O-:32])(O)=[O:30].[Na+].ClC(OC)=O. The catalyst is C(Cl)(Cl)Cl. The product is [C:29](=[O:30])([OH:32])[NH2:23].[F:28][C:2]([F:1])([F:27])[S:3]([C:6]1([OH:26])[C:19]2[O:20][C@@H:16]3[C@@:17]45[CH2:21][CH2:22][N:23]([CH3:24])[C@@H:11]([C@@H:12]4[CH:13]=[CH:14][C@@H:15]3[OH:25])[CH2:10][C:9]([C:18]5=2)=[CH:8][CH2:7]1)(=[O:5])=[O:4]. The yield is 0.950. (2) The reactants are [C-:1]#[N:2].[K+].C1(P(C2C=CC=CC=2)C2C=CC=CC=2)C=CC=CC=1.Br[C:24]1[CH:29]=[CH:28][C:27]([CH:30]2[CH2:35][CH2:34][N:33]([C:36]([O:38][C:39]([CH3:42])([CH3:41])[CH3:40])=[O:37])[CH2:32][CH:31]2[OH:43])=[CH:26][CH:25]=1. The catalyst is C(#N)C.[Zn].C1C=CC(P(C2C=CC=CC=2)C2C=CC=CC=2)=CC=1.C1C=CC(P(C2C=CC=CC=2)C2C=CC=CC=2)=CC=1.[Ni](Br)Br. The product is [C:1]([C:24]1[CH:29]=[CH:28][C:27]([CH:30]2[CH2:35][CH2:34][N:33]([C:36]([O:38][C:39]([CH3:42])([CH3:41])[CH3:40])=[O:37])[CH2:32][CH:31]2[OH:43])=[CH:26][CH:25]=1)#[N:2]. The yield is 0.560. (3) The reactants are [C:1]1([C:7]2[N:8]=[C:9]([NH2:13])[N:10]=[N:11][CH:12]=2)[CH:6]=[CH:5][CH:4]=[CH:3][CH:2]=1.[Br:14]N1C(=O)CCC1=O. No catalyst specified. The product is [Br:14][C:12]1[N:11]=[N:10][C:9]([NH2:13])=[N:8][C:7]=1[C:1]1[CH:2]=[CH:3][CH:4]=[CH:5][CH:6]=1. The yield is 0.640. (4) The reactants are [NH2:1][C:2]([C@:4]1([CH3:23])[CH2:8][CH2:7][C@H:6]([C:9]2[CH:14]=[CH:13][C:12]([OH:15])=[CH:11][CH:10]=2)[N:5]1[C:16]([O:18][C:19]([CH3:22])([CH3:21])[CH3:20])=[O:17])=[O:3].C(=O)([O-])[O-].[K+].[K+].Br[CH2:31][C:32]1[CH:37]=[CH:36][CH:35]=[CH:34][C:33]=1[F:38].C(OCC)(=O)C. The catalyst is C(#N)C.O. The product is [NH2:1][C:2]([C@:4]1([CH3:23])[CH2:8][CH2:7][C@H:6]([C:9]2[CH:14]=[CH:13][C:12]([O:15][CH2:31][C:32]3[CH:37]=[CH:36][CH:35]=[CH:34][C:33]=3[F:38])=[CH:11][CH:10]=2)[N:5]1[C:16]([O:18][C:19]([CH3:22])([CH3:21])[CH3:20])=[O:17])=[O:3]. The yield is 0.720. (5) The product is [C:1]([C:3]1[CH:4]=[C:5]([CH:19]=[CH:20][CH:21]=1)[CH2:6][NH:7][C:8]1[CH:13]=[CH:12][CH:11]=[CH:10][C:9]=1/[CH:14]=[CH:15]/[C:16]([NH:29][OH:30])=[O:17])#[N:2]. The catalyst is CC(N(C)C)=O. The yield is 0.430. The reactants are [C:1]([C:3]1[CH:4]=[C:5]([CH:19]=[CH:20][CH:21]=1)[CH2:6][NH:7][C:8]1[CH:13]=[CH:12][CH:11]=[CH:10][C:9]=1/[CH:14]=[CH:15]/[C:16](O)=[O:17])#[N:2].CN1CCOCC1.[NH2:29][OH:30].Cl. (6) The reactants are CCN(C(C)C)C(C)C.[NH2:10][C:11]1([C:17]([NH:19][C@H:20]([C:24]2[CH:29]=[CH:28][C:27]([Cl:30])=[CH:26][CH:25]=2)[CH2:21][CH2:22][OH:23])=[O:18])[CH2:16][CH2:15][NH:14][CH2:13][CH2:12]1.Cl[C:32]1[N:40]=[CH:39][N:38]=[C:37]2[C:33]=1[N:34]=[CH:35][NH:36]2. The catalyst is C(O)CCC.CCOC(C)=O. The product is [NH2:10][C:11]1([C:17]([NH:19][C@H:20]([C:24]2[CH:29]=[CH:28][C:27]([Cl:30])=[CH:26][CH:25]=2)[CH2:21][CH2:22][OH:23])=[O:18])[CH2:16][CH2:15][N:14]([C:32]2[N:40]=[CH:39][N:38]=[C:37]3[C:33]=2[N:34]=[CH:35][NH:36]3)[CH2:13][CH2:12]1. The yield is 0.511. (7) The yield is 0.650. The reactants are [CH3:1][O:2][C:3]1[C:8]([O:9][CH3:10])=[C:7]([O:11][CH3:12])[CH:6]=[C:5]([CH3:13])[C:4]=1[CH:14]([C:16]1[C:17]([O:24][CH3:25])=[N:18][CH:19]=[C:20]([Cl:23])[C:21]=1[Cl:22])[OH:15]. The product is [CH3:1][O:2][C:3]1[C:8]([O:9][CH3:10])=[C:7]([O:11][CH3:12])[CH:6]=[C:5]([CH3:13])[C:4]=1[C:14]([C:16]1[C:17]([O:24][CH3:25])=[N:18][CH:19]=[C:20]([Cl:23])[C:21]=1[Cl:22])=[O:15]. The catalyst is C1(C)C=CC=CC=1.[O-2].[O-2].[Mn+4]. (8) The reactants are [CH3:1][O:2][C:3]([C:5]1[N:9]([C:10]([O:12][C:13]([CH3:16])([CH3:15])[CH3:14])=[O:11])[C:8]2[CH:17]=[CH:18][O:19][C:7]=2[CH:6]=1)=[O:4].CCCC[N+](CCCC)(CCCC)CCCC.[F-].C1COCC1.C1C(=O)N([Br:50])C(=O)C1. The catalyst is C(Cl)Cl. The product is [CH3:1][O:2][C:3]([C:5]1[N:9]([C:10]([O:12][C:13]([CH3:16])([CH3:14])[CH3:15])=[O:11])[C:8]2[CH:17]=[C:18]([Br:50])[O:19][C:7]=2[CH:6]=1)=[O:4]. The yield is 0.650. (9) The reactants are Cl[C:2]1[C:7]([C:8]#[N:9])=[C:6]([C:10]2[CH:15]=[CH:14][C:13]([O:16][CH2:17][CH2:18][OH:19])=[CH:12][CH:11]=2)[C:5]([C:20]#[N:21])=[C:4]([S:22][CH2:23][C:24]2[N:25]=[C:26]([C:29]3[CH:34]=[CH:33][C:32]([Cl:35])=[CH:31][CH:30]=3)[S:27][CH:28]=2)[N:3]=1.Cl.[F:37][CH:38]([F:41])[CH2:39][NH2:40].C(N(CC)C(C)C)(C)C. The catalyst is O1CCCC1. The product is [Cl:35][C:32]1[CH:33]=[CH:34][C:29]([C:26]2[S:27][CH:28]=[C:24]([CH2:23][S:22][C:4]3[C:5]([C:20]#[N:21])=[C:6]([C:10]4[CH:11]=[CH:12][C:13]([O:16][CH2:17][CH2:18][OH:19])=[CH:14][CH:15]=4)[C:7]([C:8]#[N:9])=[C:2]([NH:40][CH2:39][CH:38]([F:41])[F:37])[N:3]=3)[N:25]=2)=[CH:30][CH:31]=1. The yield is 0.510.